This data is from Full USPTO retrosynthesis dataset with 1.9M reactions from patents (1976-2016). The task is: Predict the reactants needed to synthesize the given product. (1) The reactants are: NC1C=CC(C[N:9]2[C:19](=[O:20])[C:18]3[N:21]4[C:11](=[CH:12][N:13]=[C:14]4[CH:15]=[CH:16][CH:17]=3)[C:10]2=[O:22])=CC=1.C(N(CC)CC)C.FC(F)(F)S(OS(C(F)(F)F)(=O)=O)(=O)=O. Given the product [N:13]1[CH:12]=[C:11]2[N:21]3[C:18](=[CH:17][CH:16]=[CH:15][C:14]=13)[C:19](=[O:20])[NH:9][C:10]2=[O:22], predict the reactants needed to synthesize it. (2) The reactants are: [Cl:1][C:2]1[N:7]=[C:6]([NH:8][CH3:9])[C:5]([N+:10]([O-])=O)=[CH:4][CH:3]=1.[Sn](Cl)Cl.[OH-].[Na+].C(OCC)(=O)C. Given the product [Cl:1][C:2]1[N:7]=[C:6]([NH:8][CH3:9])[C:5]([NH2:10])=[CH:4][CH:3]=1, predict the reactants needed to synthesize it. (3) Given the product [CH3:52][C:22]([CH3:21])([CH2:48][CH2:49][CH2:50][CH3:51])[C:23]([NH:25][CH2:26][C@@H:27]1[O:31][C:30]([CH3:32])([CH3:33])[N:29]([C:34]([O:36][C:37]([CH3:38])([CH3:39])[CH3:40])=[O:35])[C@H:28]1[CH2:41][C@H:42]([CH:46]([OH:47])[C:2]1[CH:10]=[C:9]2[C:5]([CH:6]=[N:7][N:8]2[CH2:11][CH2:12][CH2:13][O:14][CH3:15])=[CH:4][CH:3]=1)[CH:43]([CH3:44])[CH3:45])=[O:24], predict the reactants needed to synthesize it. The reactants are: I[C:2]1[CH:10]=[C:9]2[C:5]([CH:6]=[N:7][N:8]2[CH2:11][CH2:12][CH2:13][O:14][CH3:15])=[CH:4][CH:3]=1.[Li]CCCC.[CH3:21][C:22]([CH3:52])([CH2:48][CH2:49][CH2:50][CH3:51])[C:23]([NH:25][CH2:26][C@@H:27]1[O:31][C:30]([CH3:33])([CH3:32])[N:29]([C:34]([O:36][C:37]([CH3:40])([CH3:39])[CH3:38])=[O:35])[C@H:28]1[CH2:41][C@H:42]([CH:46]=[O:47])[CH:43]([CH3:45])[CH3:44])=[O:24].[NH4+].[Cl-]. (4) Given the product [OH:32][CH:12]([C:13]1[C:21]([O:22][CH3:23])=[CH:20][C:19]([CH3:24])=[C:18]2[C:14]=1[CH:15]=[CH:16][NH:17]2)[C:10]1[NH:11][C:5]2[C:6]([N:9]=1)=[N:7][CH:8]=[C:3]([C:1]#[N:2])[CH:4]=2, predict the reactants needed to synthesize it. The reactants are: [C:1]([C:3]1[CH:4]=[C:5]2[N:11]=[C:10]([CH:12]([OH:32])[C:13]3[C:21]([O:22][CH3:23])=[CH:20][C:19]([CH3:24])=[C:18]4[C:14]=3[CH:15]=[CH:16][N:17]4C(OC(C)(C)C)=O)[NH:9][C:6]2=[N:7][CH:8]=1)#[N:2].C([O-])([O-])=O.[Cs+].[Cs+]. (5) Given the product [C:10]([C:13]1[S:14][CH:15]=[C:16]([C:19]([O:21][CH3:22])=[O:20])[C:17]=1[O:18][C:1](=[O:8])[C:2]1[CH:7]=[CH:6][CH:5]=[CH:4][CH:3]=1)(=[O:12])[CH3:11], predict the reactants needed to synthesize it. The reactants are: [C:1](Cl)(=[O:8])[C:2]1[CH:7]=[CH:6][CH:5]=[CH:4][CH:3]=1.[C:10]([C:13]1[S:14][CH:15]=[C:16]([C:19]([O:21][CH3:22])=[O:20])[C:17]=1[OH:18])(=[O:12])[CH3:11]. (6) Given the product [Br:16][C:17]1[CH:22]=[C:21]([C:23]2([C:7]3[CH:12]=[CH:11][N:10]=[C:9]([CH:13]4[CH2:15][CH2:14]4)[CH:8]=3)[C:31]3[C:32](=[C:33]([F:37])[CH:34]=[CH:35][CH:36]=3)[C:38]([NH2:39])=[N:24]2)[CH:20]=[CH:19][N:18]=1, predict the reactants needed to synthesize it. The reactants are: C([Li])(C)(C)C.Br[C:7]1[CH:12]=[CH:11][N:10]=[C:9]([CH:13]2[CH2:15][CH2:14]2)[CH:8]=1.[Br:16][C:17]1[CH:22]=[C:21]([C:23]([C:31]2[CH:36]=[CH:35][CH:34]=[C:33]([F:37])[C:32]=2[C:38]#[N:39])=[N:24]S(C(C)(C)C)=O)[CH:20]=[CH:19][N:18]=1.Cl. (7) Given the product [O:34]1[C:26]2[CH:25]=[CH:24][C:29]([CH2:30][NH:1][CH2:2][CH2:3][C@@H:4]3[C@@H:12]([C@@:13]4([CH3:21])[CH2:18][CH2:17][C@H:16]([OH:19])[CH2:15][C@@H:14]4[OH:20])[CH2:11][CH2:10][C@@:9]4([CH3:22])[C@H:5]3[CH2:6][CH2:7][C:8]4=[CH2:23])=[CH:28][C:27]=2[O:32][CH2:33]1, predict the reactants needed to synthesize it. The reactants are: [NH2:1][CH2:2][CH2:3][C@@H:4]1[C@@H:12]([C@@:13]2([CH3:21])[CH2:18][CH2:17][C@H:16]([OH:19])[CH2:15][C@@H:14]2[OH:20])[CH2:11][CH2:10][C@@:9]2([CH3:22])[C@H:5]1[CH2:6][CH2:7][C:8]2=[CH2:23].[CH:24]1[C:29]([CH:30]=O)=[CH:28][C:27]2[O:32][CH2:33][O:34][C:26]=2[CH:25]=1.[O-]S([O-])(=O)=O.[Mg+2].[BH4-].[Na+]. (8) Given the product [Br:8][C:9]1[CH:14]=[C:13]([CH2:15][O:16][CH3:23])[CH:12]=[C:11]([O:17][CH3:18])[C:10]=1[O:6][CH3:7], predict the reactants needed to synthesize it. The reactants are: S([O:6][CH3:7])(OC)(=O)=O.[Br:8][C:9]1[CH:14]=[C:13]([CH2:15][OH:16])[CH:12]=[C:11]([O:17][CH3:18])[C:10]=1O.[OH-].[K+].Cl.[CH2:23]1COCC1. (9) Given the product [Br:1][C:2]1[C:7]([NH2:8])=[C:6]([F:16])[C:5]([C:17]([F:20])([F:18])[F:19])=[CH:4][CH:3]=1, predict the reactants needed to synthesize it. The reactants are: [Br:1][C:2]1[C:7]([NH:8]C(=O)OC(C)(C)C)=[C:6]([F:16])[C:5]([C:17]([F:20])([F:19])[F:18])=[CH:4][CH:3]=1.FC(F)(F)C(O)=O.